Predict the product of the given reaction. From a dataset of Forward reaction prediction with 1.9M reactions from USPTO patents (1976-2016). Given the reactants [Cl:1][S:2]([OH:5])(=[O:4])=[O:3].[C:6]1([C:12]([OH:14])=[O:13])[CH:11]=[CH:10][CH:9]=[CH:8][CH:7]=1, predict the reaction product. The product is: [SH:2][O:5][C:12]([C:6]1[CH:11]=[CH:10][CH:9]=[CH:8][CH:7]=1)=[O:13].[Cl:1][S:2]([O:13][C:12]([C:6]1[CH:11]=[CH:10][CH:9]=[CH:8][CH:7]=1)=[O:14])(=[O:4])=[O:3].